From a dataset of Forward reaction prediction with 1.9M reactions from USPTO patents (1976-2016). Predict the product of the given reaction. (1) Given the reactants C([N:8]1[CH2:13][CH2:12][C:11]([OH:18])([C:14]([O:16][CH3:17])=[O:15])[CH2:10][CH2:9]1)C1C=CC=CC=1.C([O-])=O.[NH4+], predict the reaction product. The product is: [OH:18][C:11]1([C:14]([O:16][CH3:17])=[O:15])[CH2:10][CH2:9][NH:8][CH2:13][CH2:12]1. (2) The product is: [NH2:56][CH2:55][C:54]([NH:25][C@H:26]([CH2:30][C@H:31]([NH:46][C:47]([C:49]1[N:50]=[N:51][NH:52][CH:53]=1)=[O:48])[CH2:32][C:33]1[CH:34]=[CH:35][C:36]([C:39]2[CH:44]=[CH:43][CH:42]=[CH:41][C:40]=2[F:45])=[CH:37][CH:38]=1)[C:27]([OH:29])=[O:28])=[O:8]. Given the reactants CN(C([O:8]N1N=NC2C=CC=NC1=2)=[N+](C)C)C.F[P-](F)(F)(F)(F)F.[NH2:25][C@H:26]([CH2:30][C@H:31]([NH:46][C:47]([C:49]1[N:50]=[N:51][NH:52][CH:53]=1)=[O:48])[CH2:32][C:33]1[CH:38]=[CH:37][C:36]([C:39]2[CH:44]=[CH:43][CH:42]=[CH:41][C:40]=2[F:45])=[CH:35][CH:34]=1)[C:27]([OH:29])=[O:28].[CH3:54][CH2:55][N:56](C(C)C)C(C)C, predict the reaction product. (3) Given the reactants [CH:1]1([O:4][C:5]2[CH:14]=[C:13]3[C:8]([C:9]([CH3:22])=[CH:10][C:11](=[O:21])[N:12]3[CH2:15][CH:16]3OCC[O:17]3)=[CH:7][CH:6]=2)[CH2:3][CH2:2]1.FC(F)(F)C(O)=O.C(=O)([O-])O.[Na+].[OH-].[Na+], predict the reaction product. The product is: [CH:1]1([O:4][C:5]2[CH:14]=[C:13]3[C:8]([C:9]([CH3:22])=[CH:10][C:11](=[O:21])[N:12]3[CH2:15][CH:16]=[O:17])=[CH:7][CH:6]=2)[CH2:2][CH2:3]1. (4) Given the reactants [CH3:1][O:2][C:3]1[CH:4]=[CH:5][C:6]([CH:15]2[CH2:20][NH:19][C:17](=[O:18])[CH2:16]2)=[CH:7][C:8]=1[O:9][CH:10]1[CH2:14][CH2:13][CH2:12][CH2:11]1.CO[C:23]1C=CC([C@H]2CNC(=O)C2)=C[C:24]=1OC1CCCC1.C(OC)(=O)CC([O-])=O, predict the reaction product. The product is: [CH2:10]([O:9][C:8]1[CH:7]=[C:6]([CH:15]2[CH2:20][NH:19][C:17](=[O:18])[CH2:16]2)[CH:5]=[CH:4][C:3]=1[O:2][CH3:1])[C:14]1[CH:13]=[CH:12][CH:11]=[CH:24][CH:23]=1. (5) The product is: [C:20]1([NH:19][C:17]([N:14]2[CH2:15][CH2:16][CH:11]([S:10][C:7]3[CH:6]=[CH:5][C:4]([CH2:3][CH2:2][NH:1][CH2:54][C@H:52]([OH:53])[CH2:51][O:50][C:47]4[CH:48]=[CH:49][C:44]([OH:43])=[CH:45][CH:46]=4)=[CH:9][CH:8]=3)[CH2:12][CH2:13]2)=[O:18])[CH:21]=[CH:22][CH:23]=[CH:24][CH:25]=1. Given the reactants [NH2:1][CH2:2][CH2:3][C:4]1[CH:9]=[CH:8][C:7]([S:10][CH:11]2[CH2:16][CH2:15][N:14]([C:17]([NH:19][C:20]3[CH:25]=[CH:24][CH:23]=[CH:22][CH:21]=3)=[O:18])[CH2:13][CH2:12]2)=[CH:6][CH:5]=1.C([Si]([O:43][C:44]1[CH:49]=[CH:48][C:47]([O:50][CH2:51][C@@H:52]2[CH2:54][O:53]2)=[CH:46][CH:45]=1)(C1C=CC=CC=1)C1C=CC=CC=1)(C)(C)C, predict the reaction product.